From a dataset of Reaction yield outcomes from USPTO patents with 853,638 reactions. Predict the reaction yield, written as a fraction of the theoretical maximum amount of product (1.0 means a 100% yield; for example, 0.34 means a 34% yield). (1) The reactants are [F:1][C:2]1[CH:7]=[CH:6][C:5]([N:8]2[C:16]3[C:11](=[CH:12][C:13]([CH:17]([C:23]4[CH:28]=[CH:27][C:26]([C:29]([O:31][CH3:32])=[O:30])=[CH:25][CH:24]=4)[CH:18]([CH3:22])[C:19](O)=[O:20])=[CH:14][CH:15]=3)[CH:10]=[N:9]2)=[CH:4][CH:3]=1.[S:33]1[CH:37]=[N:36][N:35]=[C:34]1[NH2:38]. No catalyst specified. The product is [S:33]1[CH:37]=[N:36][N:35]=[C:34]1[NH:38][C:19](=[O:20])[CH:18]([CH3:22])[CH:17]([C:23]1[CH:28]=[CH:27][C:26]([C:29]([O:31][CH3:32])=[O:30])=[CH:25][CH:24]=1)[C:13]1[CH:12]=[C:11]2[C:16](=[CH:15][CH:14]=1)[N:8]([C:5]1[CH:6]=[CH:7][C:2]([F:1])=[CH:3][CH:4]=1)[N:9]=[CH:10]2. The yield is 0.250. (2) The reactants are [NH2:1][C:2]1[CH:3]=[C:4]([C:9]2[S:13][C:12]([N:14]3[CH2:20][CH2:19][CH2:18][NH:17][C:16](=[O:21])[CH2:15]3)=[N:11][CH:10]=2)[CH:5]=[C:6]([CH3:8])[CH:7]=1.Cl[C:23]1[N:28]=[C:27]([CH:29]2[CH2:31][CH2:30]2)[CH:26]=[CH:25][N:24]=1.C(=O)([O-])[O-].[K+].[K+].CC(C1C=C(C(C)C)C(C2C=CC=CC=2P(C2CCCCC2)C2CCCCC2)=C(C(C)C)C=1)C. The catalyst is C1C=CC(/C=C/C(/C=C/C2C=CC=CC=2)=O)=CC=1.C1C=CC(/C=C/C(/C=C/C2C=CC=CC=2)=O)=CC=1.C1C=CC(/C=C/C(/C=C/C2C=CC=CC=2)=O)=CC=1.[Pd].[Pd]. The product is [CH:29]1([C:27]2[CH:26]=[CH:25][N:24]=[C:23]([NH:1][C:2]3[CH:3]=[C:4]([C:9]4[S:13][C:12]([N:14]5[CH2:20][CH2:19][CH2:18][NH:17][C:16](=[O:21])[CH2:15]5)=[N:11][CH:10]=4)[CH:5]=[C:6]([CH3:8])[CH:7]=3)[N:28]=2)[CH2:31][CH2:30]1. The yield is 0.720. (3) The reactants are C(N(CC)CC)C.[CH3:8][C:9]1[O:13][N:12]=[C:11]([C:14]2[CH:19]=[CH:18][CH:17]=[CH:16][CH:15]=2)[C:10]=1[C:20](Cl)=[O:21].CC1C=C(C)C=C(C)C=1C(Cl)=O.[OH:35]/[N:36]=[C:37](/[C:39]1[N:40]=[C:41]([CH3:44])[S:42][CH:43]=1)\[NH2:38]. The catalyst is C1COCC1. The product is [CH3:44][C:41]1[S:42][CH:43]=[C:39](/[C:37](=[N:36]\[O:35][C:20]([C:10]2[C:11]([C:14]3[CH:19]=[CH:18][CH:17]=[CH:16][CH:15]=3)=[N:12][O:13][C:9]=2[CH3:8])=[O:21])/[NH2:38])[N:40]=1. The yield is 0.820. (4) The reactants are [OH:1][C:2]1[CH:12]=[CH:11][C:5]([C:6]([O:8][CH2:9][CH3:10])=[O:7])=[CH:4][CH:3]=1.[CH:13]1[CH2:18][CH2:17][CH2:16][CH2:15][CH:14]=1.B(F)(F)F.CCOCC. The catalyst is CCOC(C)=O. The product is [CH:13]1([O:1][C:2]2[CH:3]=[CH:4][C:5]([C:6]([O:8][CH2:9][CH3:10])=[O:7])=[CH:11][CH:12]=2)[CH2:18][CH2:17][CH2:16][CH2:15][CH2:14]1. The yield is 0.780. (5) The reactants are [Cl-:1].[Cl-].[CH:3]1([Zr+2:12][CH:13]2[C:21]3[CH:16]([CH2:17][CH:18]=[CH:19][CH:20]=3)[CH2:15][CH2:14]2)[C:11]2[CH:6]([CH2:7][CH:8]=[CH:9][CH:10]=2)[CH2:5][CH2:4]1.[Cl-].[Zr+4].[Cl-].[Cl-].[Cl-].C1([Li])C2C(=CC=CC=2)C=C1. The catalyst is C1(C)C=CC=CC=1. The product is [Cl-:1].[Cl-:1].[CH:13]1([Zr+2:12][CH:3]2[C:11]3[C:6](=[CH:7][CH:8]=[CH:9][CH:10]=3)[CH:5]=[CH:4]2)[C:21]2[CH:16]([CH2:17][CH:18]=[CH:19][CH:20]=2)[CH2:15][CH2:14]1. The yield is 0.720. (6) The reactants are [Cl:1][C:2]1[CH:3]=[CH:4][C:5]2[C:11](=[O:12])[NH:10][C:9]3[CH:13]=[C:14]([OH:19])[C:15]([O:17][CH3:18])=[CH:16][C:8]=3[NH:7][C:6]=2[CH:20]=1.[H-].[Na+].C1C=CC(N([S:30]([C:33]([F:36])([F:35])[F:34])(=[O:32])=[O:31])[S:30]([C:33]([F:36])([F:35])[F:34])(=[O:32])=[O:31])=CC=1. The catalyst is C1COCC1. The product is [F:34][C:33]([F:36])([F:35])[S:30]([O:19][C:14]1[C:15]([O:17][CH3:18])=[CH:16][C:8]2[NH:7][C:6]3[CH:20]=[C:2]([Cl:1])[CH:3]=[CH:4][C:5]=3[C:11](=[O:12])[NH:10][C:9]=2[CH:13]=1)(=[O:32])=[O:31]. The yield is 0.500. (7) The reactants are [NH2:1][C@@H:2]([CH2:13][O:14][C:15]([CH3:18])([CH3:17])[CH3:16])[C@@H:3]([C:5]1[CH:6]=[N:7][C:8]([O:11][CH3:12])=[CH:9][CH:10]=1)[OH:4].CN(C)CC(O)=O.C(=O)([O-])[O-].[Cs+].[Cs+].[Br:32][C:33]1[CH:34]=[C:35]([N:39]2[C:47]3[C:42](=[CH:43][C:44](I)=[CH:45][CH:46]=3)[CH:41]=[N:40]2)[CH:36]=[CH:37][CH:38]=1. The catalyst is C(#N)CCC.[Cu]I. The product is [Br:32][C:33]1[CH:34]=[C:35]([N:39]2[C:47]3[C:42](=[CH:43][C:44]([O:4][C@H:3]([C:5]4[CH:6]=[N:7][C:8]([O:11][CH3:12])=[CH:9][CH:10]=4)[C@@H:2]([NH2:1])[CH2:13][O:14][C:15]([CH3:18])([CH3:17])[CH3:16])=[CH:45][CH:46]=3)[CH:41]=[N:40]2)[CH:36]=[CH:37][CH:38]=1. The yield is 0.170.